Dataset: Reaction yield outcomes from USPTO patents with 853,638 reactions. Task: Predict the reaction yield, written as a fraction of the theoretical maximum amount of product (1.0 means a 100% yield; for example, 0.34 means a 34% yield). (1) The reactants are C([C:5]1([NH:31]C(=O)[O-])[CH:10]=[CH:9][C:8]([CH2:11][N:12]2[C:17]([CH3:18])=[CH:16][C:15]([O:19][CH2:20][C:21]3[CH:26]=[CH:25][C:24]([F:27])=[CH:23][C:22]=3[F:28])=[C:14]([Br:29])[C:13]2=[O:30])=[CH:7][CH2:6]1)(C)(C)C.O1CCOCC1. The catalyst is Cl.C(OCC)C. The product is [NH2:31][C:5]1[CH:6]=[CH:7][C:8]([CH2:11][N:12]2[C:17]([CH3:18])=[CH:16][C:15]([O:19][CH2:20][C:21]3[CH:26]=[CH:25][C:24]([F:27])=[CH:23][C:22]=3[F:28])=[C:14]([Br:29])[C:13]2=[O:30])=[CH:9][CH:10]=1. The yield is 0.690. (2) The reactants are [NH2:1][C:2]1[N:7]=[C:6]([S:8]([NH:11][C:12]([C:14]2[C:15](Cl)=[N:16][C:17]([C:20]3[CH:25]=[C:24]([O:26][CH2:27][CH:28]([CH3:30])[CH3:29])[CH:23]=[C:22]([F:31])[CH:21]=3)=[CH:18][CH:19]=2)=[O:13])(=[O:10])=[O:9])[CH:5]=[CH:4][CH:3]=1.[I:33][C:34]1[CH:39]=[C:38]([CH3:40])[C:37]([OH:41])=[C:36]([CH3:42])[CH:35]=1.[H-].[Na+]. The catalyst is CN1C(=O)CCC1. The product is [NH2:1][C:2]1[N:7]=[C:6]([S:8]([NH:11][C:12]([C:14]2[C:15]([O:41][C:37]3[C:38]([CH3:40])=[CH:39][C:34]([I:33])=[CH:35][C:36]=3[CH3:42])=[N:16][C:17]([C:20]3[CH:25]=[C:24]([O:26][CH2:27][CH:28]([CH3:30])[CH3:29])[CH:23]=[C:22]([F:31])[CH:21]=3)=[CH:18][CH:19]=2)=[O:13])(=[O:10])=[O:9])[CH:5]=[CH:4][CH:3]=1. The yield is 0.0700.